Task: Predict the product of the given reaction.. Dataset: Forward reaction prediction with 1.9M reactions from USPTO patents (1976-2016) (1) Given the reactants Br[CH2:2][C:3]([C:5]1[CH:10]=[CH:9][C:8]([Br:11])=[CH:7][CH:6]=1)=O.[NH2:12][C:13]1[CH:18]=[CH:17][C:16]([O:19][CH3:20])=[CH:15][N:14]=1.O.C(=O)([O-])O.[Na+], predict the reaction product. The product is: [Br:11][C:8]1[CH:9]=[CH:10][C:5]([C:3]2[N:12]=[C:13]3[CH:18]=[CH:17][C:16]([O:19][CH3:20])=[CH:15][N:14]3[CH:2]=2)=[CH:6][CH:7]=1. (2) Given the reactants [CH3:1][C:2]1[S:6][C:5]([NH:7][C:8]2[CH:13]=[CH:12][CH:11]=[CH:10][N:9]=2)=[N:4][C:3]=1[C:14]1[CH:15]=[N:16][N:17]([CH2:19][C:20]([O:22]CC)=O)[CH:18]=1.[CH3:25][NH2:26], predict the reaction product. The product is: [CH3:25][NH:26][C:20](=[O:22])[CH2:19][N:17]1[CH:18]=[C:14]([C:3]2[N:4]=[C:5]([NH:7][C:8]3[CH:13]=[CH:12][CH:11]=[CH:10][N:9]=3)[S:6][C:2]=2[CH3:1])[CH:15]=[N:16]1. (3) Given the reactants [CH3:1][O:2][C:3]1[CH:4]=[C:5]2[C:10](=[CH:11][C:12]=1[O:13][CH3:14])[N:9]=[CH:8][CH:7]=[C:6]2[O:15][C:16]1[C:22]([CH3:23])=[CH:21][C:19]([NH2:20])=[C:18]([CH3:24])[CH:17]=1.C1(C)C=CC=CC=1.C(N(CC)CC)C.Cl[C:40](Cl)([O:42]C(=O)OC(Cl)(Cl)Cl)Cl.[F:51][C:52]([F:63])([F:62])[C:53]1[CH:54]=[C:55]([CH:59]=[CH:60][CH:61]=1)[CH:56]([OH:58])[CH3:57], predict the reaction product. The product is: [CH3:1][O:2][C:3]1[CH:4]=[C:5]2[C:10](=[CH:11][C:12]=1[O:13][CH3:14])[N:9]=[CH:8][CH:7]=[C:6]2[O:15][C:16]1[C:22]([CH3:23])=[CH:21][C:19]([NH:20][C:40](=[O:42])[O:58][CH:56]([C:55]2[CH:59]=[CH:60][CH:61]=[C:53]([C:52]([F:62])([F:63])[F:51])[CH:54]=2)[CH3:57])=[C:18]([CH3:24])[CH:17]=1. (4) Given the reactants [NH2:1][CH2:2][C:3]1[CH:8]=[CH:7][CH:6]=[CH:5][N:4]=1.C[Si](C)(C)N[Si](C)(C)C.[Li].[Br:19][CH2:20][C:21]([C:23]1[CH:28]=[C:27]([C:29]([CH3:32])([CH3:31])[CH3:30])[C:26]([OH:33])=[C:25]([C:34]([CH3:37])([CH3:36])[CH3:35])[CH:24]=1)=[O:22].[Br-], predict the reaction product. The product is: [BrH:19].[C:29]([C:27]1[CH:28]=[C:23]([C:21](=[O:22])[CH2:20][NH:1][CH2:2][C:3]2[CH:8]=[CH:7][CH:6]=[CH:5][N:4]=2)[CH:24]=[C:25]([C:34]([CH3:37])([CH3:36])[CH3:35])[C:26]=1[OH:33])([CH3:32])([CH3:30])[CH3:31]. (5) Given the reactants Cl.[F:2][C:3]([F:25])([F:24])[C:4]1[CH:23]=[CH:22][CH:21]=[CH:20][C:5]=1[CH:6]([O:15][CH:16]1[CH2:19][NH:18][CH2:17]1)[C:7]1[CH:12]=[CH:11][C:10]([Br:13])=[CH:9][C:8]=1[F:14].[C:26]([N:30]=[C:31]=[O:32])([CH3:29])([CH3:28])[CH3:27].ClC1C=C(Cl)C=CC=1C(OC1CN(C(NC(C)(C)C)=O)C1)C1C=CC(Cl)=CC=1, predict the reaction product. The product is: [F:25][C:3]([F:2])([F:24])[C:4]1[CH:23]=[CH:22][CH:21]=[CH:20][C:5]=1[CH:6]([O:15][CH:16]1[CH2:19][N:18]([C:31]([NH:30][C:26]([CH3:29])([CH3:28])[CH3:27])=[O:32])[CH2:17]1)[C:7]1[CH:12]=[CH:11][C:10]([Br:13])=[CH:9][C:8]=1[F:14]. (6) The product is: [CH3:44][CH:43]([CH3:45])[C:42]([O:34][CH2:33][C:32]1[C:27]([N:24]2[CH2:23][CH2:22][N:21]([CH2:20][C:17]3[CH:16]=[CH:15][C:14]([CH2:13][N:10]([CH2:9][C:3]4[C:4]([F:8])=[CH:5][CH:6]=[CH:7][C:2]=4[Cl:1])[CH2:11][CH3:12])=[CH:19][CH:18]=3)[CH2:26][CH2:25]2)=[N:28][CH:29]=[CH:30][CH:31]=1)=[O:46]. Given the reactants [Cl:1][C:2]1[CH:7]=[CH:6][CH:5]=[C:4]([F:8])[C:3]=1[CH2:9][N:10]([CH2:13][C:14]1[CH:19]=[CH:18][C:17]([CH2:20][N:21]2[CH2:26][CH2:25][N:24]([C:27]3[C:32]([CH2:33][OH:34])=[CH:31][CH:30]=[CH:29][N:28]=3)[CH2:23][CH2:22]2)=[CH:16][CH:15]=1)[CH2:11][CH3:12].C(N(CC)CC)C.[C:42](Cl)(=[O:46])[CH:43]([CH3:45])[CH3:44].CO, predict the reaction product. (7) Given the reactants C(OC([NH:11][C@H:12]([C:23]([NH2:25])=[O:24])[CH2:13][C:14]1[C:22]2[C:17](=[CH:18][CH:19]=[CH:20][CH:21]=2)[NH:16][CH:15]=1)=O)C1C=CC=CC=1.[H][H], predict the reaction product. The product is: [NH2:11][C@H:12]([C:23]([NH2:25])=[O:24])[CH2:13][C:14]1[C:22]2[C:17](=[CH:18][CH:19]=[CH:20][CH:21]=2)[NH:16][CH:15]=1. (8) Given the reactants [C:1]1([S:7]([N:10]2[C:14]3=[N:15][CH:16]=[CH:17][C:18]([C:19]4[N:20]=[C:21]([N:32]5[CH2:37][CH2:36][N:35]([C:38]([O:40][C:41]([CH3:44])([CH3:43])[CH3:42])=[O:39])[CH2:34][CH2:33]5)[C:22]5[C:28]([CH:29]6[CH2:31][CH2:30]6)=[CH:27][N:26]=[CH:25][C:23]=5[N:24]=4)=[C:13]3[C:12](Br)=[CH:11]2)(=[O:9])=[O:8])[CH:6]=[CH:5][CH:4]=[CH:3][CH:2]=1.[C:46]1(B(O)O)[CH:51]=[CH:50][CH:49]=[CH:48][CH:47]=1.[O-]P([O-])([O-])=O.[K+].[K+].[K+], predict the reaction product. The product is: [C:1]1([S:7]([N:10]2[C:14]3=[N:15][CH:16]=[CH:17][C:18]([C:19]4[N:20]=[C:21]([N:32]5[CH2:37][CH2:36][N:35]([C:38]([O:40][C:41]([CH3:44])([CH3:43])[CH3:42])=[O:39])[CH2:34][CH2:33]5)[C:22]5[C:28]([CH:29]6[CH2:31][CH2:30]6)=[CH:27][N:26]=[CH:25][C:23]=5[N:24]=4)=[C:13]3[C:12]([C:46]3[CH:51]=[CH:50][CH:49]=[CH:48][CH:47]=3)=[CH:11]2)(=[O:9])=[O:8])[CH:6]=[CH:5][CH:4]=[CH:3][CH:2]=1.